From a dataset of Forward reaction prediction with 1.9M reactions from USPTO patents (1976-2016). Predict the product of the given reaction. Given the reactants [Si:1]([O:8][C:9]1[CH:14]=[CH:13][C:12]([C:15]2[N:16]=[C:17]([C:22]3[S:32][C:25]4[C:26]5[S:31][CH:30]=[CH:29][C:27]=5[S:28][C:24]=4[CH:23]=3)[C:18]([NH2:21])=[N:19][CH:20]=2)=[CH:11][CH:10]=1)([C:4]([CH3:7])([CH3:6])[CH3:5])([CH3:3])[CH3:2].[Si:33]([O:40][C:41]1[CH:46]=[CH:45][C:44]([CH2:47][C:48](Cl)=[O:49])=[CH:43][CH:42]=1)([C:36]([CH3:39])([CH3:38])[CH3:37])([CH3:35])[CH3:34].O, predict the reaction product. The product is: [Si:33]([O:40][C:41]1[CH:42]=[CH:43][C:44]([CH2:47][C:48]([NH:21][C:18]2[C:17]([C:22]3[S:32][C:25]4[C:26]5[S:31][CH:30]=[CH:29][C:27]=5[S:28][C:24]=4[CH:23]=3)=[N:16][C:15]([C:12]3[CH:11]=[CH:10][C:9]([O:8][Si:1]([C:4]([CH3:6])([CH3:7])[CH3:5])([CH3:2])[CH3:3])=[CH:14][CH:13]=3)=[CH:20][N:19]=2)=[O:49])=[CH:45][CH:46]=1)([C:36]([CH3:39])([CH3:38])[CH3:37])([CH3:35])[CH3:34].